From a dataset of Catalyst prediction with 721,799 reactions and 888 catalyst types from USPTO. Predict which catalyst facilitates the given reaction. Reactant: [CH:1]([S:4][C:5]1[CH:14]=[C:13]2[C:8]([CH:9]=[C:10]([NH:15][C:16]([CH:18]3[CH2:20][CH2:19]3)=[O:17])[N:11]=[CH:12]2)=[CH:7][CH:6]=1)([CH3:3])[CH3:2].[OH:21]OS([O-])=O.[K+].[OH2:27]. Product: [CH:1]([S:4]([C:5]1[CH:14]=[C:13]2[C:8]([CH:9]=[C:10]([NH:15][C:16]([CH:18]3[CH2:20][CH2:19]3)=[O:17])[N:11]=[CH:12]2)=[CH:7][CH:6]=1)=[O:21])([CH3:3])[CH3:2].[CH:1]([S:4]([C:5]1[CH:14]=[C:13]2[C:8]([CH:9]=[C:10]([NH:15][C:16]([CH:18]3[CH2:20][CH2:19]3)=[O:17])[N:11]=[CH:12]2)=[CH:7][CH:6]=1)(=[O:21])=[O:27])([CH3:3])[CH3:2]. The catalyst class is: 5.